This data is from Forward reaction prediction with 1.9M reactions from USPTO patents (1976-2016). The task is: Predict the product of the given reaction. (1) The product is: [Cl:12][C:13]1[CH:14]=[C:15]([C:16]([N:7]2[C:6]3[CH:5]=[CH:4][CH:3]=[C:2]([CH3:1])[C:11]=3[O:10][CH2:9][CH2:8]2)=[O:17])[CH:19]=[C:20]([Cl:23])[C:21]=1[OH:22]. Given the reactants [CH3:1][C:2]1[C:11]2[O:10][CH2:9][CH2:8][NH:7][C:6]=2[CH:5]=[CH:4][CH:3]=1.[Cl:12][C:13]1[CH:14]=[C:15]([CH:19]=[C:20]([Cl:23])[C:21]=1[OH:22])[C:16](Cl)=[O:17], predict the reaction product. (2) The product is: [CH3:1][O:2][C:3]1[C:4]([CH3:33])=[C:5]([C:24]([O:31][CH3:32])=[C:25]([O:29][CH3:30])[C:26]=1[O:27][CH3:28])[CH2:6][C:7]1[CH:8]=[CH:9][C:10]([O:17][C:18]2[CH:23]=[CH:22][CH:21]=[CH:20][CH:19]=2)=[C:11]([CH:16]=1)[C:12]([OH:14])=[O:13]. Given the reactants [CH3:1][O:2][C:3]1[C:4]([CH3:33])=[C:5]([C:24]([O:31][CH3:32])=[C:25]([O:29][CH3:30])[C:26]=1[O:27][CH3:28])[CH2:6][C:7]1[CH:8]=[CH:9][C:10]([O:17][C:18]2[CH:23]=[CH:22][CH:21]=[CH:20][CH:19]=2)=[C:11]([CH:16]=1)[C:12]([O:14]C)=[O:13].Cl, predict the reaction product. (3) Given the reactants C(OC(=O)[NH:7][C:8]1[CH:9]=[N:10][C:11]2[CH2:12][CH:13]([C:30](C)(C)[O:31][SiH2]C(C)(C)C)[CH2:14][N:15]([S:18]([C:21]3[C:22]([CH3:29])=[N:23][N:24]([CH:26]([F:28])[F:27])[CH:25]=3)(=[O:20])=[O:19])[C:16]=2[CH:17]=1)(C)(C)C.Cl, predict the reaction product. The product is: [NH2:7][C:8]1[CH:17]=[C:16]2[C:11]([CH2:12][CH:13]([CH2:30][OH:31])[CH2:14][N:15]2[S:18]([C:21]2[C:22]([CH3:29])=[N:23][N:24]([CH:26]([F:27])[F:28])[CH:25]=2)(=[O:20])=[O:19])=[N:10][CH:9]=1. (4) The product is: [Br:14][C:15]1[C:20]([Cl:21])=[C:19]([CH:2]([CH:3]2[CH2:5][CH2:4]2)[N:26]([CH3:25])[S:27]([CH3:30])(=[O:29])=[O:28])[CH:18]=[N:17][CH:16]=1. Given the reactants [Li][CH2:2][CH2:3][CH2:4][CH3:5].[Li+].CC([N-]C(C)C)C.[Br:14][C:15]1[CH:16]=[N:17][CH:18]=[CH:19][C:20]=1[Cl:21].C1([CH:25]=[N:26][S:27]([CH3:30])(=[O:29])=[O:28])CC1.CI, predict the reaction product.